Predict the reaction yield, written as a fraction of the theoretical maximum amount of product (1.0 means a 100% yield; for example, 0.34 means a 34% yield). From a dataset of Reaction yield outcomes from USPTO patents with 853,638 reactions. The reactants are [Se](=O)=[O:2].[Br:4][CH2:5][CH2:6][O:7][C:8]1[CH:13]=[CH:12][C:11]([C:14](=[O:16])[CH3:15])=[CH:10][CH:9]=1. The catalyst is O1CCOCC1.O. The product is [Br:4][CH2:5][CH2:6][O:7][C:8]1[CH:13]=[CH:12][C:11]([C:14]([CH:15]=[O:2])=[O:16])=[CH:10][CH:9]=1. The yield is 0.970.